This data is from Catalyst prediction with 721,799 reactions and 888 catalyst types from USPTO. The task is: Predict which catalyst facilitates the given reaction. (1) Reactant: [Cl:1][C:2]1[C:3]([C:12]2[CH:17]=[C:16]([O:18]C)[C:15]([Cl:20])=[CH:14][C:13]=2[F:21])=[N:4][CH:5]=[N:6][C:7]=1[C:8]([F:11])([F:10])[F:9].Br. Product: [Cl:1][C:2]1[C:3]([C:12]2[CH:17]=[C:16]([OH:18])[C:15]([Cl:20])=[CH:14][C:13]=2[F:21])=[N:4][CH:5]=[N:6][C:7]=1[C:8]([F:11])([F:9])[F:10]. The catalyst class is: 15. (2) Reactant: [CH3:1][S:2]([NH:5][CH2:6][C:7]1[C:15]2[S:14](=[O:17])(=[O:16])[N:13]=[C:12]([CH2:18][C:19]([OH:21])=O)[NH:11][C:10]=2[S:9][CH:8]=1)(=[O:4])=[O:3].F[P-](F)(F)(F)(F)F.N1(OC(N(C)C)=[N+](C)C)C2N=CC=CC=2N=N1.CN1CCOCC1.C[O:54][C:55]([C:57]1([CH2:60][NH:61][CH2:62][C:63]2[CH:68]=[CH:67][C:66]([F:69])=[CH:65][CH:64]=2)[CH2:59][CH2:58]1)=O.[O-]CC.[Na+].C(O)C. Product: [F:69][C:66]1[CH:65]=[CH:64][C:63]([CH2:62][N:61]2[C:19](=[O:21])[C:18]([C:12]3[NH:11][C:10]4[S:9][CH:8]=[C:7]([CH2:6][NH:5][S:2]([CH3:1])(=[O:3])=[O:4])[C:15]=4[S:14](=[O:16])(=[O:17])[N:13]=3)=[C:55]([OH:54])[C:57]3([CH2:58][CH2:59]3)[CH2:60]2)=[CH:68][CH:67]=1. The catalyst class is: 9. (3) Reactant: [Cl-].[CH3:2][O:3][C:4]1[CH:5]=[CH:6][CH:7]=[C:8]2[C:12]=1[NH:11][CH:10]=[C:9]2[S+:13](C)[CH3:14]. Product: [CH3:2][O:3][C:4]1[CH:5]=[CH:6][CH:7]=[C:8]2[C:12]=1[NH:11][CH:10]=[C:9]2[S:13][CH3:14]. The catalyst class is: 16. (4) The catalyst class is: 20. Reactant: [CH2:1]([O:8][C:9]1[C:10]([C:37]([NH:39][CH2:40][C:41]2[CH:51]=[CH:50][C:49]([F:52])=[CH:48][C:42]=2[C:43]([O:45]CC)=[O:44])=[O:38])=[N:11][C:12]([N:19]2[CH2:24][CH2:23][N:22]([CH2:25][CH2:26][CH2:27][CH2:28][NH:29][C:30]([O:32][C:33]([CH3:36])([CH3:35])[CH3:34])=[O:31])[CH2:21][CH2:20]2)=[C:13]2[C:18]=1[N:17]=[CH:16][CH:15]=[CH:14]2)[C:2]1[CH:7]=[CH:6][CH:5]=[CH:4][CH:3]=1.O[Li].O.Cl. Product: [CH2:1]([O:8][C:9]1[C:10]([C:37]([NH:39][CH2:40][C:41]2[CH:51]=[CH:50][C:49]([F:52])=[CH:48][C:42]=2[C:43]([OH:45])=[O:44])=[O:38])=[N:11][C:12]([N:19]2[CH2:24][CH2:23][N:22]([CH2:25][CH2:26][CH2:27][CH2:28][NH:29][C:30]([O:32][C:33]([CH3:36])([CH3:35])[CH3:34])=[O:31])[CH2:21][CH2:20]2)=[C:13]2[C:18]=1[N:17]=[CH:16][CH:15]=[CH:14]2)[C:2]1[CH:7]=[CH:6][CH:5]=[CH:4][CH:3]=1. (5) Reactant: Br[C:2]1[C:10]2[C:9]([NH:11][C@H:12]([C:14]3[N:19]([C:20]4[CH:25]=[CH:24][CH:23]=[CH:22][CH:21]=4)[C:18](=[O:26])[C:17]4=[C:27]([CH3:30])[CH:28]=[CH:29][N:16]4[N:15]=3)[CH3:13])=[N:8][CH:7]=[N:6][C:5]=2[N:4]([CH2:31][O:32][CH2:33][CH2:34][Si:35]([CH3:38])([CH3:37])[CH3:36])[CH:3]=1.[CH3:39][N:40]1[CH:44]=[C:43](B2OC(C)(C)C(C)(C)O2)[CH:42]=[N:41]1.C(=O)([O-])[O-].[Na+].[Na+]. Product: [CH3:30][C:27]1[CH:28]=[CH:29][N:16]2[C:17]=1[C:18](=[O:26])[N:19]([C:20]1[CH:21]=[CH:22][CH:23]=[CH:24][CH:25]=1)[C:14]([C@@H:12]([NH:11][C:9]1[C:10]3[C:2]([C:43]4[CH:42]=[N:41][N:40]([CH3:39])[CH:44]=4)=[CH:3][N:4]([CH2:31][O:32][CH2:33][CH2:34][Si:35]([CH3:37])([CH3:36])[CH3:38])[C:5]=3[N:6]=[CH:7][N:8]=1)[CH3:13])=[N:15]2. The catalyst class is: 235.